Dataset: Full USPTO retrosynthesis dataset with 1.9M reactions from patents (1976-2016). Task: Predict the reactants needed to synthesize the given product. Given the product [CH2:14]([O:13][CH2:12][C:11]([NH:10][N:6]1[C:5]([C:3]([NH2:23])=[O:2])=[CH:9][N:8]=[CH:7]1)=[O:21])[C:15]1[CH:20]=[CH:19][CH:18]=[CH:17][CH:16]=1, predict the reactants needed to synthesize it. The reactants are: C[O:2][C:3]([C:5]1[N:6]([NH:10][C:11](=[O:21])[CH2:12][O:13][CH2:14][C:15]2[CH:20]=[CH:19][CH:18]=[CH:17][CH:16]=2)[CH:7]=[N:8][CH:9]=1)=O.[OH-].[NH4+:23].